Dataset: Peptide-MHC class I binding affinity with 185,985 pairs from IEDB/IMGT. Task: Regression. Given a peptide amino acid sequence and an MHC pseudo amino acid sequence, predict their binding affinity value. This is MHC class I binding data. (1) The peptide sequence is FLPIFSDEVL. The MHC is H-2-Db with pseudo-sequence H-2-Db. The binding affinity (normalized) is 0. (2) The peptide sequence is TTFHQTLQD. The MHC is HLA-A02:01 with pseudo-sequence HLA-A02:01. The binding affinity (normalized) is 0.299. (3) The peptide sequence is LLRDKDGVY. The MHC is HLA-B08:01 with pseudo-sequence HLA-B08:01. The binding affinity (normalized) is 0.0847. (4) The peptide sequence is FFKCFRYVF. The MHC is HLA-B08:01 with pseudo-sequence HLA-B08:01. The binding affinity (normalized) is 0.779.